From a dataset of Full USPTO retrosynthesis dataset with 1.9M reactions from patents (1976-2016). Predict the reactants needed to synthesize the given product. (1) Given the product [C:4]1(/[CH:3]=[CH:2]/[C:1]([O:41][CH:14]2[C:15]([CH3:39])([CH3:40])[O:16][C:17]3[C:18](=[C:19]4[C:28](=[C:29]([O:31][CH3:32])[CH:30]=3)[C:27](=[O:33])[C:26]3[C:21](=[CH:22][CH:23]=[C:24]5[CH:37]=[CH:36][CH:35]=[CH:34][C:25]5=3)[N:20]4[CH3:38])[CH:13]2[OH:12])=[O:10])[CH:9]=[CH:8][CH:7]=[CH:6][CH:5]=1, predict the reactants needed to synthesize it. The reactants are: [C:1](Cl)(=[O:10])[CH:2]=[CH:3][C:4]1[CH:9]=[CH:8][CH:7]=[CH:6][CH:5]=1.[OH:12][C@@H:13]1[C:18]2=[C:19]3[C:28](=[C:29]([O:31][CH3:32])[CH:30]=[C:17]2[O:16][C:15]([CH3:40])([CH3:39])[C@@H:14]1[OH:41])[C:27](=[O:33])[C:26]1[C:21](=[CH:22][CH:23]=[C:24]2[CH:37]=[CH:36][CH:35]=[CH:34][C:25]2=1)[N:20]3[CH3:38]. (2) Given the product [CH3:1][C:2]1[O:3][C:4]([CH2:7][CH:12]2[CH2:11][CH2:10][NH:20][CH2:21][CH2:22]2)=[N:5][N:6]=1, predict the reactants needed to synthesize it. The reactants are: [CH3:1][C:2]1[O:3][C:4]([C@@H:7]2[CH2:12][CH2:11][CH2:10]CN2)=[N:5][N:6]=1.C(OC([N:20]1CCC(CC(O)=O)[CH2:22][CH2:21]1)=O)(C)(C)C.C(NN)(=O)C. (3) Given the product [ClH:17].[OH:2][CH2:3][C:5]1[C:10]([CH2:11][OH:12])=[CH:9][CH:8]=[CH:7][N:6]=1, predict the reactants needed to synthesize it. The reactants are: C[O:2][C:3]([C:5]1[C:10]([C:11](OC)=[O:12])=[CH:9][CH:8]=[CH:7][N:6]=1)=O.[BH4-].[Na+].[Cl-:17].[Ca+2].[Cl-].O.C(O)C. (4) Given the product [OH:39][CH2:38][C:37]1[N:33]([C:29]2[CH:28]=[C:27]([C:26]3[CH2:25][C:24](=[O:47])[NH:23][C:9]4[CH:10]=[C:49]([C:51]([F:54])([F:53])[F:52])[C:12]([N:14]([CH3:18])[CH2:15][CH2:16][CH3:17])=[CH:13][C:8]=4[N:7]=3)[CH:32]=[CH:31][CH:30]=2)[N:34]=[N:35][CH:36]=1, predict the reactants needed to synthesize it. The reactants are: C(OC(=O)[NH:7][C:8]1[CH:13]=[C:12]([N:14]([CH3:18])[CH2:15][CH2:16][CH3:17])C(C(F)(F)F)=[CH:10][C:9]=1[NH:23][C:24](=[O:47])[CH2:25][C:26](=O)[C:27]1[CH:32]=[CH:31][CH:30]=[C:29]([N:33]2[C:37]([CH2:38][O:39]C3CCCCO3)=[CH:36][N:35]=[N:34]2)[CH:28]=1)(C)(C)C.[C:49](O)([C:51]([F:54])([F:53])[F:52])=O. (5) Given the product [C:1]([C:5]1[S:9]/[C:8](=[N:10]\[C:34]([NH:33][CH:30]2[CH2:31][CH2:32][CH:27]([CH3:17])[CH2:28][CH2:29]2)=[O:35])/[N:7]([CH2:11][C@H:12]2[CH2:16][CH2:15][CH2:14][O:13]2)[N:6]=1)([CH3:4])([CH3:2])[CH3:3], predict the reactants needed to synthesize it. The reactants are: [C:1]([C:5]1[S:9][C:8](=[NH:10])[N:7]([CH2:11][C@H:12]2[CH2:16][CH2:15][CH2:14][O:13]2)[N:6]=1)([CH3:4])([CH3:3])[CH3:2].[CH2:17](N(CC)CC)C.[N+]([C:27]1[CH:32]=[CH:31][C:30]([NH:33][C:34](Cl)=[O:35])=[CH:29][CH:28]=1)([O-])=O.CC1CCC(N)CC1.